From a dataset of NCI-60 drug combinations with 297,098 pairs across 59 cell lines. Regression. Given two drug SMILES strings and cell line genomic features, predict the synergy score measuring deviation from expected non-interaction effect. (1) Drug 1: C1CCC(C1)C(CC#N)N2C=C(C=N2)C3=C4C=CNC4=NC=N3. Drug 2: CN1C(=O)N2C=NC(=C2N=N1)C(=O)N. Cell line: TK-10. Synergy scores: CSS=-0.606, Synergy_ZIP=-0.645, Synergy_Bliss=-4.09, Synergy_Loewe=-11.4, Synergy_HSA=-7.53. (2) Drug 1: C1=NC2=C(N1)C(=S)N=C(N2)N. Drug 2: CC1C(C(CC(O1)OC2CC(CC3=C2C(=C4C(=C3O)C(=O)C5=C(C4=O)C(=CC=C5)OC)O)(C(=O)CO)O)N)O.Cl. Cell line: OVCAR-4. Synergy scores: CSS=40.5, Synergy_ZIP=-4.23, Synergy_Bliss=-8.45, Synergy_Loewe=-9.01, Synergy_HSA=-7.32. (3) Drug 1: CC(C1=C(C=CC(=C1Cl)F)Cl)OC2=C(N=CC(=C2)C3=CN(N=C3)C4CCNCC4)N. Drug 2: COC1=C2C(=CC3=C1OC=C3)C=CC(=O)O2. Cell line: RPMI-8226. Synergy scores: CSS=1.73, Synergy_ZIP=5.89, Synergy_Bliss=8.47, Synergy_Loewe=-1.35, Synergy_HSA=1.72. (4) Drug 2: C1=NC2=C(N1)C(=S)N=CN2. Cell line: PC-3. Synergy scores: CSS=14.0, Synergy_ZIP=-7.69, Synergy_Bliss=-2.63, Synergy_Loewe=-8.85, Synergy_HSA=-0.875. Drug 1: C1CC(C1)(C(=O)O)C(=O)O.[NH2-].[NH2-].[Pt+2]. (5) Drug 1: COC1=CC(=CC(=C1O)OC)C2C3C(COC3=O)C(C4=CC5=C(C=C24)OCO5)OC6C(C(C7C(O6)COC(O7)C8=CC=CS8)O)O. Drug 2: C(CCl)NC(=O)N(CCCl)N=O. Cell line: SF-295. Synergy scores: CSS=52.9, Synergy_ZIP=1.33, Synergy_Bliss=2.75, Synergy_Loewe=-24.4, Synergy_HSA=4.14. (6) Drug 1: CC1=CC2C(CCC3(C2CCC3(C(=O)C)OC(=O)C)C)C4(C1=CC(=O)CC4)C. Drug 2: C1=CC(=CC=C1C#N)C(C2=CC=C(C=C2)C#N)N3C=NC=N3. Cell line: T-47D. Synergy scores: CSS=11.9, Synergy_ZIP=-3.37, Synergy_Bliss=1.80, Synergy_Loewe=1.66, Synergy_HSA=1.96.